Dataset: Forward reaction prediction with 1.9M reactions from USPTO patents (1976-2016). Task: Predict the product of the given reaction. Given the reactants [C:1]1([C:7]2[CH:12]=[C:11]([CH:13]3[CH2:18][CH2:17][S:16](=[O:20])(=[O:19])[CH2:15][CH2:14]3)[CH:10]=[CH:9][C:8]=2[NH:21][C:22]([C:24]2[N:25](COCC[Si](C)(C)C)[CH:26]=[C:27]([C:29]#[N:30])[N:28]=2)=[O:23])[CH2:6][CH2:5][CH2:4][CH2:3][CH:2]=1.CCO.C(O)(C(F)(F)F)=O, predict the reaction product. The product is: [C:1]1([C:7]2[CH:12]=[C:11]([CH:13]3[CH2:14][CH2:15][S:16](=[O:19])(=[O:20])[CH2:17][CH2:18]3)[CH:10]=[CH:9][C:8]=2[NH:21][C:22]([C:24]2[NH:25][CH:26]=[C:27]([C:29]#[N:30])[N:28]=2)=[O:23])[CH2:6][CH2:5][CH2:4][CH2:3][CH:2]=1.